Dataset: Reaction yield outcomes from USPTO patents with 853,638 reactions. Task: Predict the reaction yield, written as a fraction of the theoretical maximum amount of product (1.0 means a 100% yield; for example, 0.34 means a 34% yield). The reactants are [CH3:1][NH:2][C:3]1[CH:8]=[CH:7][C:6]([N+:9]([O-:11])=[O:10])=[CH:5][CH:4]=1.[Br:12]Br.C([O-])(O)=O.[Na+]. The catalyst is CC(O)=O.C(Cl)(Cl)Cl. The product is [Br:12][C:4]1[CH:5]=[C:6]([N+:9]([O-:11])=[O:10])[CH:7]=[CH:8][C:3]=1[NH:2][CH3:1].[Br:12][C:4]1[CH:5]=[C:6]([N+:9]([O-:11])=[O:10])[CH:7]=[CH:8][C:3]=1[NH:2][CH3:1]. The yield is 0.990.